This data is from Peptide-MHC class II binding affinity with 134,281 pairs from IEDB. The task is: Regression. Given a peptide amino acid sequence and an MHC pseudo amino acid sequence, predict their binding affinity value. This is MHC class II binding data. (1) The peptide sequence is AAATAGPTVYGAFAA. The MHC is HLA-DQA10102-DQB10602 with pseudo-sequence HLA-DQA10102-DQB10602. The binding affinity (normalized) is 0.411. (2) The binding affinity (normalized) is 0.553. The MHC is DRB1_0301 with pseudo-sequence DRB1_0301. The peptide sequence is GRGSGSSFEIKSTKPEASSG. (3) The peptide sequence is KFGVAKKANVYAVKV. The MHC is HLA-DPA10103-DPB10401 with pseudo-sequence HLA-DPA10103-DPB10401. The binding affinity (normalized) is 0.213.